The task is: Predict the reaction yield, written as a fraction of the theoretical maximum amount of product (1.0 means a 100% yield; for example, 0.34 means a 34% yield).. This data is from Reaction yield outcomes from USPTO patents with 853,638 reactions. (1) The product is [N+:19]([C:22]1[CH:27]=[C:26]([N+:28]([O-:30])=[O:29])[CH:25]=[CH:24][C:23]=1[NH:1][C:2]1[CH:11]=[C:10]2[C:5]([CH:6]=[CH:7][CH:8]=[C:9]2[N:12]2[CH2:17][CH2:16][N:15]([CH3:18])[CH2:14][CH2:13]2)=[CH:4][CH:3]=1)([O-:21])=[O:20]. The catalyst is CN(C=O)C. The yield is 0.540. The reactants are [NH2:1][C:2]1[CH:11]=[C:10]2[C:5]([CH:6]=[CH:7][CH:8]=[C:9]2[N:12]2[CH2:17][CH2:16][N:15]([CH3:18])[CH2:14][CH2:13]2)=[CH:4][CH:3]=1.[N+:19]([C:22]1[CH:27]=[C:26]([N+:28]([O-:30])=[O:29])[CH:25]=[CH:24][C:23]=1Cl)([O-:21])=[O:20]. (2) The reactants are Br[C:2]1[CH:7]=[CH:6][CH:5]=[CH:4][C:3]=1[F:8].[CH3:9][C@@H:10]1[CH2:15][NH:14][CH2:13][CH2:12][NH:11]1.CC(C)([O-])C.[Na+]. The catalyst is C1(C)C=CC=CC=1.CC([O-])=O.CC([O-])=O.[Pd+2].C1C=CC(P(C2C(C3C(P(C4C=CC=CC=4)C4C=CC=CC=4)=CC=C4C=3C=CC=C4)=C3C(C=CC=C3)=CC=2)C2C=CC=CC=2)=CC=1. The product is [F:8][C:3]1[CH:4]=[CH:5][CH:6]=[CH:7][C:2]=1[N:14]1[CH2:13][CH2:12][NH:11][C@H:10]([CH3:9])[CH2:15]1. The yield is 0.550. (3) The reactants are [C:1]1([Mg]Br)[CH:6]=[CH:5][CH:4]=[CH:3][CH:2]=1.[Br:9][C:10]1[CH:17]=[CH:16][CH:15]=[CH:14][C:11]=1[CH:12]=[O:13]. The catalyst is CCOCC. The product is [Br:9][C:10]1[CH:17]=[CH:16][CH:15]=[CH:14][C:11]=1[CH:12]([C:1]1[CH:6]=[CH:5][CH:4]=[CH:3][CH:2]=1)[OH:13]. The yield is 0.940. (4) The reactants are [Br:1][C:2]1[CH:3](O)[CH2:4][CH2:5][CH:6]=1.C[O:9][C:10](OC)([N:12]([CH3:14])[CH3:13])[CH3:11]. The product is [Br:1][C:2]1[CH:3]([CH2:11][C:10]([N:12]([CH3:14])[CH3:13])=[O:9])[CH2:4][CH2:5][CH:6]=1. The yield is 0.630. The catalyst is C1(C)C=CC=C(C)C=1. (5) The reactants are [CH3:1][O:2][C:3]1[CH:8]=[CH:7][C:6]([C:9]([C:41]2[CH:46]=[CH:45][C:44]([O:47][CH3:48])=[CH:43][CH:42]=2)([C:35]2[CH:40]=[CH:39][CH:38]=[CH:37][CH:36]=2)[O:10][CH2:11][C@H:12]([CH2:16][N:17]2[CH:25]=[N:24][C:23]3[C:18]2=[N:19][CH:20]=[N:21][C:22]=3[NH:26][C:27](=[O:34])[C:28]2[CH:33]=[CH:32][CH:31]=[CH:30][CH:29]=2)[C@H:13]([OH:15])[CH3:14])=[CH:5][CH:4]=1.N1[C-]=NN=N1.C([NH2+]C(C)C)(C)C.[CH:61]([N:64]([CH:78]([CH3:80])[CH3:79])[P:65](N(C(C)C)C(C)C)[O:66][CH2:67][CH2:68][C:69]#[N:70])([CH3:63])[CH3:62]. The catalyst is ClCCl. The product is [CH:78]([N:64]([CH:61]([CH3:63])[CH3:62])[P:65]([O:66][CH2:67][CH2:68][C:69]#[N:70])[O:15][C@H:13]([CH3:14])[C@@H:12]([CH2:16][N:17]1[CH:25]=[N:24][C:23]2[C:18]1=[N:19][CH:20]=[N:21][C:22]=2[NH:26][C:27](=[O:34])[C:28]1[CH:33]=[CH:32][CH:31]=[CH:30][CH:29]=1)[CH2:11][O:10][C:9]([C:41]1[CH:42]=[CH:43][C:44]([O:47][CH3:48])=[CH:45][CH:46]=1)([C:6]1[CH:7]=[CH:8][C:3]([O:2][CH3:1])=[CH:4][CH:5]=1)[C:35]1[CH:36]=[CH:37][CH:38]=[CH:39][CH:40]=1)([CH3:80])[CH3:79]. The yield is 0.990.